This data is from Drug-target binding data from BindingDB using IC50 measurements. The task is: Regression. Given a target protein amino acid sequence and a drug SMILES string, predict the binding affinity score between them. We predict pIC50 (pIC50 = -log10(IC50 in M); higher means more potent). Dataset: bindingdb_ic50. (1) The small molecule is COCC1CN(c2cnc(C(=O)Nc3csc(-c4nncn4[C@@H](C)C(F)(F)F)n3)cc2-n2cnc(C3CC3)c2)C1. The target protein (Q99683) has sequence MSTEADEGITFSVPPFAPSGFCTIPEGGICRRGGAAAVGEGEEHQLPPPPPGSFWNVESAAAPGIGCPAATSSSSATRGRGSSVGGGSRRTTVAYVINEASQGQLVVAESEALQSLREACETVGATLETLHFGKLDFGETTVLDRFYNADIAVVEMSDAFRQPSLFYHLGVRESFSMANNIILYCDTNSDSLQSLKEIICQKNTMCTGNYTFVPYMITPHNKVYCCDSSFMKGLTELMQPNFELLLGPICLPLVDRFIQLLKVAQASSSQYFRESILNDIRKARNLYTGKELAAELARIRQRVDNIEVLTADIVINLLLSYRDIQDYDSIVKLVETLEKLPTFDLASHHHVKFHYAFALNRRNLPGDRAKALDIMIPMVQSEGQVASDMYCLVGRIYKDMFLDSNFTDTESRDHGASWFKKAFESEPTLQSGINYAVLLLAAGHQFESSFELRKVGVKLSSLLGKKGNLEKLQSYWEVGFFLGASVLANDHMRVIQASEK.... The pIC50 is 8.7. (2) The small molecule is COc1ccc(-c2cc(=O)c3ccc(OCc4ccc(Cl)nc4)cc3o2)cc1. The target protein (P19821) has sequence MRGMLPLFEPKGRVLLVDGHHLAYRTFHALKGLTTSRGEPVQAVYGFAKSLLKALKEDGDAVIVVFDAKAPSFRHEAYGGYKAGRAPTPEDFPRQLALIKELVDLLGLARLEVPGYEADDVLASLAKKAEKEGYEVRILTADKDLYQLLSDRIHVLHPEGYLITPAWLWEKYGLRPDQWADYRALTGDESDNLPGVKGIGEKTARKLLEEWGSLEALLKNLDRLKPAIREKILAHMDDLKLSWDLAKVRTDLPLEVDFAKRREPDRERLRAFLERLEFGSLLHEFGLLESPKALEEAPWPPPEGAFVGFVLSRKEPMWADLLALAAARGGRVHRAPEPYKALRDLKEARGLLAKDLSVLALREGLGLPPGDDPMLLAYLLDPSNTTPEGVARRYGGEWTEEAGERAALSERLFANLWGRLEGEERLLWLYREVERPLSAVLAHMEATGVRLDVAYLRALSLEVAEEIARLEAEVFRLAGHPFNLNSRDQLERVLFDELGL.... The pIC50 is 5.2. (3) The pIC50 is 6.8. The compound is O=C(O)c1cc2occc2[nH]1. The target protein (P14920) has sequence MRVVVIGAGVIGLSTALCIHERYHSVLQPLDIKVYADRFTPLTTTDVAAGLWQPYLSDPNNPQEADWSQQTFDYLLSHVHSPNAENLGLFLISGYNLFHEAIPDPSWKDTVLGFRKLTPRELDMFPDYGYGWFHTSLILEGKNYLQWLTERLTERGVKFFQRKVESFEEVAREGADVIVNCTGVWAGALQRDPLLQPGRGQIMKVDAPWMKHFILTHDPERGIYNSPYIIPGTQTVTLGGIFQLGNWSELNNIQDHNTIWEGCCRLEPTLKNARIIGERTGFRPVRPQIRLEREQLRTGPSNTEVIHNYGHGGYGLTIHWGCALEAAKLFGRILEEKKLSRMPPSHL.